Dataset: Reaction yield outcomes from USPTO patents with 853,638 reactions. Task: Predict the reaction yield, written as a fraction of the theoretical maximum amount of product (1.0 means a 100% yield; for example, 0.34 means a 34% yield). (1) The reactants are [CH2:1]([C:3]1[C:8]2[C:9]3[CH:15]=[CH:14][CH:13]=[N:12][C:10]=3[NH:11][C:7]=2[CH:6]=[N:5][C:4]=1[C:16]#[N:17])[CH3:2].C1C(=O)N([Br:25])C(=O)C1. The catalyst is CN(C=O)C.C(OCC)(=O)C. The product is [Br:25][C:14]1[CH:13]=[N:12][C:10]2[NH:11][C:7]3[CH:6]=[N:5][C:4]([C:16]#[N:17])=[C:3]([CH2:1][CH3:2])[C:8]=3[C:9]=2[CH:15]=1. The yield is 0.790. (2) The reactants are Br[C:2]1[CH:3]=[CH:4][C:5]([O:9][CH3:10])=[C:6]([CH:8]=1)[NH2:7].[CH3:11][PH:12](=[O:14])[CH3:13].P([O-])([O-])([O-])=O.[K+].[K+].[K+]. The catalyst is CN(C=O)C.C([O-])(=O)C.[Pd+2].C([O-])(=O)C.CC1(C)C2C(=C(P(C3C=CC=CC=3)C3C=CC=CC=3)C=CC=2)OC2C(P(C3C=CC=CC=3)C3C=CC=CC=3)=CC=CC1=2. The product is [CH3:11][P:12]([C:2]1[CH:3]=[CH:4][C:5]([O:9][CH3:10])=[C:6]([CH:8]=1)[NH2:7])([CH3:13])=[O:14]. The yield is 0.850. (3) The reactants are C1N=CN([C:6]([N:8]2[CH:12]=[N:11][CH:10]=[CH:9]2)=[O:7])C=1.[CH:13]([OH:16])([CH3:15])[CH3:14]. The catalyst is C(Cl)Cl. The product is [CH:13]([O:16][C:6]([N:8]1[CH:9]=[CH:10][N:11]=[CH:12]1)=[O:7])([CH3:15])[CH3:14]. The yield is 0.770. (4) The reactants are Br[C:2]1[CH:7]=[CH:6][C:5]([C:8]2[N:9]=[CH:10][S:11][CH:12]=2)=[C:4]([CH2:13][CH3:14])[CH:3]=1.C([Sn](CCCC)(CCCC)[C:20]([O:22]CC)=[CH2:21])CCC.[Cl-].[Li+]. The catalyst is O1CCOCC1.C(OCC)(=O)C.C1C=CC([P]([Pd]([P](C2C=CC=CC=2)(C2C=CC=CC=2)C2C=CC=CC=2)([P](C2C=CC=CC=2)(C2C=CC=CC=2)C2C=CC=CC=2)[P](C2C=CC=CC=2)(C2C=CC=CC=2)C2C=CC=CC=2)(C2C=CC=CC=2)C2C=CC=CC=2)=CC=1. The product is [CH2:13]([C:4]1[CH:3]=[C:2]([C:20](=[O:22])[CH3:21])[CH:7]=[CH:6][C:5]=1[C:8]1[N:9]=[CH:10][S:11][CH:12]=1)[CH3:14]. The yield is 0.740. (5) The reactants are FC(F)(F)C(O)=O.[NH:8]1[C:12]2[CH2:13][CH2:14][NH:15][CH2:16][CH2:17][C:11]=2[N:10]=[C:9]1[C:18]1[C:19]([CH3:41])=[CH:20][C:21]([CH3:40])=[C:22]([CH:39]=1)[C:23]([N:25]1[CH2:30][CH2:29][CH:28]([C:31]2[CH:38]=[CH:37][C:34]([C:35]#[N:36])=[CH:33][CH:32]=2)[CH2:27][CH2:26]1)=[O:24].I[CH:43]([CH3:45])[CH3:44].CCN(C(C)C)C(C)C. The catalyst is CN(C)C=O.C(OCC)(=O)C. The product is [CH:43]([N:15]1[CH2:14][CH2:13][C:12]2[N:8]=[C:9]([C:18]3[C:19]([CH3:41])=[CH:20][C:21]([CH3:40])=[C:22]([CH:39]=3)[C:23]([N:25]3[CH2:26][CH2:27][CH:28]([C:31]4[CH:32]=[CH:33][C:34]([C:35]#[N:36])=[CH:37][CH:38]=4)[CH2:29][CH2:30]3)=[O:24])[NH:10][C:11]=2[CH2:17][CH2:16]1)([CH3:45])[CH3:44]. The yield is 0.210. (6) The product is [CH2:1]([C:5]1[O:9][N:8]=[C:7]([C:10]([O:12][CH3:13])=[O:11])[CH:6]=1)[CH:2]([CH3:4])[CH3:3]. The catalyst is ClCCl.CO. The reactants are [CH2:1]([C:5]1[O:9][N:8]=[C:7]([C:10]([OH:12])=[O:11])[CH:6]=1)[CH:2]([CH3:4])[CH3:3].[CH3:13][Si](C=[N+]=[N-])(C)C. The yield is 0.850.